Dataset: Forward reaction prediction with 1.9M reactions from USPTO patents (1976-2016). Task: Predict the product of the given reaction. (1) The product is: [Br:25][CH2:26][CH2:27][CH2:28][CH2:29][CH2:30][CH2:31][O:22][C:21]([CH2:20][C:5]1([CH2:4][C:1]([O:3][CH2:31][CH2:30][CH2:29][CH2:28][CH2:27][CH2:26][Br:25])=[O:2])[CH2:10][CH2:9][CH:8]([CH:11]2[CH2:16][CH2:15][CH:14]([CH2:17][CH2:18][CH3:19])[CH2:13][CH2:12]2)[CH2:7][CH2:6]1)=[O:23]. Given the reactants [C:1]([CH2:4][C:5]1([CH2:20][C:21]([OH:23])=[O:22])[CH2:10][CH2:9][CH:8]([CH:11]2[CH2:16][CH2:15][CH:14]([CH2:17][CH2:18][CH3:19])[CH2:13][CH2:12]2)[CH2:7][CH2:6]1)([OH:3])=[O:2].O.[Br:25][CH2:26][CH2:27][CH2:28][CH2:29][CH2:30][CH2:31]O, predict the reaction product. (2) The product is: [N:10]1([C:16]([O:1][NH:2][C:3]([O:4][C:5]([CH3:8])([CH3:7])[CH3:6])=[O:9])=[O:17])[CH2:15][CH2:14][NH:13][CH2:12][CH2:11]1. Given the reactants [OH:1][NH:2][C:3](=[O:9])[O:4][C:5]([CH3:8])([CH3:7])[CH3:6].[N:10]1([C:16](OC(C)(C)C)=[O:17])[CH2:15][CH2:14][NH:13][CH2:12][CH2:11]1, predict the reaction product. (3) Given the reactants [F:1][C:2]1[CH:3]=[C:4]([CH:16]=[CH:17][C:18]=1[F:19])[CH2:5][NH:6][C:7](=[O:15])[CH2:8][C:9](=[O:14])[C:10]([CH3:13])([CH3:12])[CH3:11].F[C:21]1[CH:31]=[CH:30][C:24]([C:25]([O:27][CH2:28][CH3:29])=[O:26])=[CH:23][C:22]=1[N+:32]([O-:34])=[O:33].C([O-])([O-])=O.[K+].[K+], predict the reaction product. The product is: [F:1][C:2]1[CH:3]=[C:4]([CH:16]=[CH:17][C:18]=1[F:19])[CH2:5][NH:6][C:7](=[O:15])[CH:8]([C:21]1[CH:31]=[CH:30][C:24]([C:25]([O:27][CH2:28][CH3:29])=[O:26])=[CH:23][C:22]=1[N+:32]([O-:34])=[O:33])[C:9](=[O:14])[C:10]([CH3:13])([CH3:12])[CH3:11]. (4) The product is: [NH2:1][C@H:2]([C:7]([OH:9])=[O:8])[CH2:3][CH2:4][CH2:5][CH3:6].[CH:37]1[CH:36]=[CH:35][C:34]([C:33]([Cl:47])([C:40]2[C:45]([Cl:46])=[CH:44][CH:43]=[CH:42][CH:41]=2)[C:30]2[CH:31]=[CH:32][CH:27]=[CH:28][CH:29]=2)=[CH:39][CH:38]=1. Given the reactants [NH:1](C(OCC1C2C(=CC=CC=2)C2C1=CC=CC=2)=O)[C@H:2]([C:7]([OH:9])=[O:8])[CH2:3][CH2:4][CH2:5][CH3:6].[CH:27]1[CH:32]=[CH:31][C:30]([C:33]([Cl:47])([C:40]2[C:45]([Cl:46])=[CH:44][CH:43]=[CH:42][CH:41]=2)[C:34]2[CH:39]=[CH:38][CH:37]=[CH:36][CH:35]=2)=[CH:29][CH:28]=1, predict the reaction product. (5) Given the reactants C(N1C2=NC=C(CO)C(NC3CCOCC3)=C2C=N1)C.[CH2:21]([N:23]1[C:27]2=[N:28][C:29]([CH3:44])=[C:30]([C:39](OCC)=[O:40])[C:31]([NH:32][CH:33]3[CH2:38][CH2:37][O:36][CH2:35][CH2:34]3)=[C:26]2[CH:25]=[N:24]1)[CH3:22], predict the reaction product. The product is: [CH2:21]([N:23]1[C:27]2=[N:28][C:29]([CH3:44])=[C:30]([CH2:39][OH:40])[C:31]([NH:32][CH:33]3[CH2:34][CH2:35][O:36][CH2:37][CH2:38]3)=[C:26]2[CH:25]=[N:24]1)[CH3:22]. (6) Given the reactants [CH:1]([Mg]Cl)([CH3:3])[CH3:2].[Cl:6][C:7]1[C:15]2[N:14]=[C:13]3[N:16]([C:20]4[C:21]([CH3:28])=[N:22][C:23](Cl)=[N:24][C:25]=4[CH3:26])[CH2:17][CH2:18][CH2:19][N:12]3[C:11]=2[C:10]([CH:29]([O:34][CH:35]([F:37])[F:36])[C:30]([F:33])([F:32])[F:31])=[CH:9][CH:8]=1.FC(F)(F)C(O)=O, predict the reaction product. The product is: [Cl:6][C:7]1[C:15]2[N:14]=[C:13]3[N:16]([C:20]4[C:25]([CH3:26])=[N:24][C:23]([CH:1]([CH3:3])[CH3:2])=[N:22][C:21]=4[CH3:28])[CH2:17][CH2:18][CH2:19][N:12]3[C:11]=2[C:10]([CH:29]([O:34][CH:35]([F:36])[F:37])[C:30]([F:33])([F:32])[F:31])=[CH:9][CH:8]=1.